Dataset: Catalyst prediction with 721,799 reactions and 888 catalyst types from USPTO. Task: Predict which catalyst facilitates the given reaction. (1) Product: [CH2:22]([O:1][CH:2]1[C@H:7]([NH:8][C:9](=[O:11])[CH3:10])[C@@H:6]([O:12][CH2:22][C:23]2[CH:28]=[CH:27][CH:26]=[CH:25][CH:24]=2)[C@H:5]([O:13][CH2:22][C:23]2[CH:28]=[CH:27][CH:26]=[CH:25][CH:24]=2)[C@@H:4]([CH2:14][O:15][CH2:22][C:23]2[CH:28]=[CH:27][CH:26]=[CH:25][CH:24]=2)[O:3]1)[C:23]1[CH:28]=[CH:27][CH:26]=[CH:25][CH:24]=1. Reactant: [OH:1][CH:2]1[C@H:7]([NH:8][C:9](=[O:11])[CH3:10])[C@@H:6]([OH:12])[C@H:5]([OH:13])[C@@H:4]([CH2:14][OH:15])[O:3]1.[O-2].[Ba+2].[OH-].[Ba+2].[OH-].Br[CH2:22][C:23]1[CH:28]=[CH:27][CH:26]=[CH:25][CH:24]=1. The catalyst class is: 3. (2) Reactant: [CH2:1]([C:3]1[C:4]([C:29]2[CH:34]=[CH:33][CH:32]=[CH:31][CH:30]=2)=[C:5]([O:15][C:16]2[CH:21]=[CH:20][C:19](/[CH:22]=[CH:23]/[C:24]([O:26]CC)=[O:25])=[CH:18][CH:17]=2)[C:6]2[C:11]([CH:12]=1)=[CH:10][C:9]([O:13][CH3:14])=[CH:8][CH:7]=2)[CH3:2].[OH-].[Na+].Cl. Product: [CH2:1]([C:3]1[C:4]([C:29]2[CH:30]=[CH:31][CH:32]=[CH:33][CH:34]=2)=[C:5]([O:15][C:16]2[CH:21]=[CH:20][C:19](/[CH:22]=[CH:23]/[C:24]([OH:26])=[O:25])=[CH:18][CH:17]=2)[C:6]2[C:11]([CH:12]=1)=[CH:10][C:9]([O:13][CH3:14])=[CH:8][CH:7]=2)[CH3:2]. The catalyst class is: 242. (3) Reactant: [CH3:1][C:2]1[CH:7]=[CH:6][N:5]=[C:4]([N:8]2[CH2:14][CH2:13][CH2:12][N:11](C(OC(C)(C)C)=O)[CH2:10][CH2:9]2)[CH:3]=1.[ClH:22]. Product: [ClH:22].[ClH:22].[CH3:1][C:2]1[CH:7]=[CH:6][N:5]=[C:4]([N:8]2[CH2:14][CH2:13][CH2:12][NH:11][CH2:10][CH2:9]2)[CH:3]=1. The catalyst class is: 2. (4) Reactant: [CH:1]#[C:2][CH2:3][NH:4][C@H:5]1[C:9]2[CH:10]=[CH:11][CH:12]=[CH:13][C:8]=2[CH2:7][CH2:6]1.[C:14]([OH:26])(=[O:25])[CH2:15][C:16]([CH2:21][C:22]([OH:24])=[O:23])([C:18]([OH:20])=[O:19])[OH:17]. Product: [CH:1]#[C:2][CH2:3][NH:4][C@H:5]1[C:9]2[CH:10]=[CH:11][CH:12]=[CH:13][C:8]=2[CH2:7][CH2:6]1.[C:14]([O-:26])(=[O:25])[CH2:15][C:16]([CH2:21][C:22]([O-:24])=[O:23])([C:18]([O-:20])=[O:19])[OH:17]. The catalyst class is: 21. (5) Reactant: C([O:4][C:5]1[CH:25]=[CH:24][C:8]([C:9]([N:11]2[CH2:16][CH2:15][N:14]([C:17]([O:19][C:20]([CH3:23])([CH3:22])[CH3:21])=[O:18])[CH2:13][CH2:12]2)=[O:10])=[CH:7][CH:6]=1)(=O)C.C(=O)([O-])[O-].[K+].[K+]. Product: [OH:4][C:5]1[CH:6]=[CH:7][C:8]([C:9]([N:11]2[CH2:12][CH2:13][N:14]([C:17]([O:19][C:20]([CH3:21])([CH3:23])[CH3:22])=[O:18])[CH2:15][CH2:16]2)=[O:10])=[CH:24][CH:25]=1. The catalyst class is: 5. (6) Reactant: [Cl:1][C:2]1[N:7]=[C:6]([C:8]([O:10][CH3:11])=[O:9])[CH:5]=[C:4](Cl)[N:3]=1.[CH:13]1([C:16]2[NH:20][N:19]=[C:18]([NH2:21])[CH:17]=2)[CH2:15][CH2:14]1.CCN(C(C)C)C(C)C.CS(C)=O. Product: [Cl:1][C:2]1[N:7]=[C:6]([C:8]([O:10][CH3:11])=[O:9])[CH:5]=[C:4]([NH:21][C:18]2[CH:17]=[C:16]([CH:13]3[CH2:15][CH2:14]3)[NH:20][N:19]=2)[N:3]=1. The catalyst class is: 6. (7) Reactant: [C:1]([O:5][C:6](=[O:22])[C@@H:7]([N:11]1[CH2:20][C:19]2[C:14](=[CH:15][CH:16]=[CH:17][CH:18]=2)[NH:13][C:12]1=[O:21])[CH:8]([CH3:10])[CH3:9])([CH3:4])([CH3:3])[CH3:2].[Cl:23][C:24]1[CH:25]=[C:26]([CH:29]=[CH:30][CH:31]=1)[CH2:27]Br.[H-].[Na+]. Product: [C:1]([O:5][C:6](=[O:22])[C@@H:7]([N:11]1[CH2:20][C:19]2[C:14](=[CH:15][CH:16]=[CH:17][CH:18]=2)[N:13]([CH2:27][C:26]2[CH:29]=[CH:30][CH:31]=[C:24]([Cl:23])[CH:25]=2)[C:12]1=[O:21])[CH:8]([CH3:10])[CH3:9])([CH3:3])([CH3:4])[CH3:2]. The catalyst class is: 16. (8) Reactant: [F:1][C@H:2]1[CH2:6][N:5]([C:7]([O:9][C:10]([CH3:13])([CH3:12])[CH3:11])=[O:8])[C@H:4]([C:14](=[O:24])[NH:15][C@@H:16]2[C@@H:23]3[C@@H:19]([CH2:20][NH:21][CH2:22]3)[CH2:18][CH2:17]2)[CH2:3]1.Br[C:26]1[CH:31]=[C:30]([C:32]([F:35])([F:34])[F:33])[CH:29]=[CH:28][N:27]=1.C(N(CC)CC)C.O.C(O)C. Product: [F:1][C@H:2]1[CH2:6][N:5]([C:7]([O:9][C:10]([CH3:12])([CH3:13])[CH3:11])=[O:8])[C@H:4]([C:14](=[O:24])[NH:15][C@@H:16]2[C@@H:23]3[C@@H:19]([CH2:20][N:21]([C:26]4[CH:31]=[C:30]([C:32]([F:35])([F:34])[F:33])[CH:29]=[CH:28][N:27]=4)[CH2:22]3)[CH2:18][CH2:17]2)[CH2:3]1. The catalyst class is: 8. (9) Reactant: B.O1CCCC1.[CH3:7][C:8]1[C:16]([OH:17])=[CH:15][CH:14]=[CH:13][C:9]=1[C:10](O)=[O:11].C(=O)([O-])O.[Na+]. Product: [OH:11][CH2:10][C:9]1[C:8]([CH3:7])=[C:16]([OH:17])[CH:15]=[CH:14][CH:13]=1. The catalyst class is: 1.